Dataset: Forward reaction prediction with 1.9M reactions from USPTO patents (1976-2016). Task: Predict the product of the given reaction. (1) Given the reactants [C:1]([C:4]1[C:9]2[NH:10][C:11]3[C:16]([C:8]=2[C:7]([C:28]2[CH:33]=[CH:32][CH:31]=[CH:30][C:29]=2[F:34])=[CH:6][N:5]=1)=[CH:15][CH:14]=[C:13]([NH:17]C(=O)OCC1C=CC=CC=1)[CH:12]=3)(=[O:3])[NH2:2], predict the reaction product. The product is: [NH2:17][C:13]1[CH:12]=[C:11]2[C:16]([C:8]3[C:7]([C:28]4[CH:33]=[CH:32][CH:31]=[CH:30][C:29]=4[F:34])=[CH:6][N:5]=[C:4]([C:1]([NH2:2])=[O:3])[C:9]=3[NH:10]2)=[CH:15][CH:14]=1. (2) Given the reactants [N:1]1[C:5]2[CH:6]=[CH:7][N:8]=[CH:9][C:4]=2[NH:3][CH:2]=1.C(N(CC)C(C)C)(C)C.[CH3:19][Si:20]([CH3:27])([CH3:26])[CH2:21][CH2:22][O:23][CH2:24]Cl, predict the reaction product. The product is: [CH3:19][Si:20]([CH3:27])([CH3:26])[CH2:21][CH2:22][O:23][CH2:24][N:1]1[C:5]2[CH:6]=[CH:7][N:8]=[CH:9][C:4]=2[N:3]=[CH:2]1. (3) Given the reactants Br[C:2]1[N:7]=[CH:6][C:5]([NH:8][C:9]([NH:11][CH2:12][CH2:13][CH2:14][CH2:15][N:16]2[CH2:21][CH2:20][CH2:19][CH2:18][CH2:17]2)=[O:10])=[CH:4][CH:3]=1.[CH3:22][O:23][C:24]1[CH:29]=[CH:28][CH:27]=[CH:26][C:25]=1B(O)O.C(=O)([O-])[O-].[Na+].[Na+], predict the reaction product. The product is: [CH3:22][O:23][C:24]1[CH:29]=[CH:28][CH:27]=[CH:26][C:25]=1[C:2]1[N:7]=[CH:6][C:5]([NH:8][C:9]([NH:11][CH2:12][CH2:13][CH2:14][CH2:15][N:16]2[CH2:21][CH2:20][CH2:19][CH2:18][CH2:17]2)=[O:10])=[CH:4][CH:3]=1. (4) The product is: [Cl:1][CH2:2][CH2:3][N:4]1[C:12]2[C:7](=[CH:8][C:9]([O:13][CH3:14])=[CH:10][CH:11]=2)[CH:6]=[C:5]1[CH2:15][OH:16]. Given the reactants [Cl:1][CH2:2][CH2:3][N:4]1[C:12]2[C:7](=[CH:8][C:9]([O:13][CH3:14])=[CH:10][CH:11]=2)[CH:6]=[C:5]1[C:15](OCC)=[O:16].CC(C[AlH]CC(C)C)C, predict the reaction product.